This data is from Forward reaction prediction with 1.9M reactions from USPTO patents (1976-2016). The task is: Predict the product of the given reaction. (1) Given the reactants Br[C:2]1[CH:3]=[C:4]([NH:11][C:12]([NH:14][CH3:15])=[O:13])[C:5]2[N:6]([CH:8]=[CH:9][N:10]=2)[CH:7]=1.[OH:16][C:17]([C:20]1[CH:44]=[CH:43][C:23]([C:24]([NH:26][C:27]2[CH:32]=[CH:31][CH:30]=[C:29](B3OC(C)(C)C(C)(C)O3)[C:28]=2[CH3:42])=[O:25])=[CH:22][CH:21]=1)([CH3:19])[CH3:18].C(=O)([O-])[O-].[Na+].[Na+], predict the reaction product. The product is: [OH:16][C:17]([C:20]1[CH:44]=[CH:43][C:23]([C:24]([NH:26][C:27]2[CH:32]=[CH:31][CH:30]=[C:29]([C:2]3[CH:3]=[C:4]([NH:11][C:12]([NH:14][CH3:15])=[O:13])[C:5]4[N:6]([CH:8]=[CH:9][N:10]=4)[CH:7]=3)[C:28]=2[CH3:42])=[O:25])=[CH:22][CH:21]=1)([CH3:18])[CH3:19]. (2) Given the reactants [CH3:1][O:2][C:3](=[O:14])[C:4]1[CH:9]=[C:8](F)[CH:7]=[CH:6][C:5]=1[N+:11]([O-:13])=[O:12].[NH:15]1[CH:19]=[CH:18][CH:17]=[N:16]1.C(=O)([O-])[O-].[K+].[K+].CCOC(C)=O, predict the reaction product. The product is: [CH3:1][O:2][C:3](=[O:14])[C:4]1[CH:9]=[C:8]([N:15]2[CH:19]=[CH:18][CH:17]=[N:16]2)[CH:7]=[CH:6][C:5]=1[N+:11]([O-:13])=[O:12]. (3) Given the reactants Cl.[CH3:2][O:3][C:4](=[O:24])[CH2:5][C@H:6]1[CH2:11][CH2:10][C@H:9]([C:12]2[CH:17]=[CH:16][C:15]([NH:18][C:19](=[O:23])[CH2:20][CH2:21][NH2:22])=[CH:14][CH:13]=2)[CH2:8][CH2:7]1.CCN=C=NCCCN(C)C.[C:36]1([C:45]2[CH:50]=[CH:49][CH:48]=[CH:47][CH:46]=2)[CH:41]=[CH:40][C:39]([C:42](O)=[O:43])=[CH:38][CH:37]=1.C1C=CC2N(O)N=NC=2C=1.C(N(C(C)C)C(C)C)C.C([O-])(O)=O.[Na+], predict the reaction product. The product is: [CH3:2][O:3][C:4](=[O:24])[CH2:5][C@H:6]1[CH2:7][CH2:8][C@H:9]([C:12]2[CH:13]=[CH:14][C:15]([NH:18][C:19](=[O:23])[CH2:20][CH2:21][NH:22][C:42]([C:39]3[CH:40]=[CH:41][C:36]([C:45]4[CH:46]=[CH:47][CH:48]=[CH:49][CH:50]=4)=[CH:37][CH:38]=3)=[O:43])=[CH:16][CH:17]=2)[CH2:10][CH2:11]1. (4) Given the reactants [Br:1][C:2]1[CH:7]=[CH:6][CH:5]=[C:4]([CH2:8][CH3:9])[N:3]=1.C(OO)(=[O:12])C.[OH-].[K+], predict the reaction product. The product is: [Br:1][C:2]1[CH:7]=[CH:6][CH:5]=[C:4]([CH2:8][CH3:9])[N+:3]=1[O-:12]. (5) Given the reactants [CH2:1]([N:3]1[C:15]2[CH2:14][CH2:13][CH2:12][CH2:11][C:10]=2[C:9]2[C:4]1=[CH:5][CH:6]=[CH:7][CH:8]=2)[CH3:2], predict the reaction product. The product is: [CH2:1]([N:3]1[C:15]2[CH:14]=[CH:13][CH:12]=[CH:11][C:10]=2[C:9]2[C:4]1=[CH:5][CH:6]=[CH:7][CH:8]=2)[CH3:2].[CH2:1]([N:3]1[C:15]2[CH2:14][CH2:13][CH2:12][CH2:11][C:10]=2[C:9]2[C:4]1=[CH:5][CH:6]=[CH:7][CH:8]=2)[CH3:2]. (6) Given the reactants C[O:2][C:3]1[CH:4]=[C:5]2[C:9](=[C:10]([CH3:12])[CH:11]=1)[CH2:8][C:7]([C:13]1[CH:18]=[CH:17][C:16]([O:19]C)=[CH:15][CH:14]=1)=[C:6]2[C:21]1[CH:26]=[CH:25][CH:24]=[CH:23][CH:22]=1.B(Br)(Br)Br.[CH2:31](Cl)Cl, predict the reaction product. The product is: [OH:19][C:16]1[CH:15]=[CH:14][C:13]([C:7]2[CH2:8][C:9]3[C:5]([C:6]=2[C:21]2[CH:26]=[CH:25][C:24]([CH3:31])=[CH:23][CH:22]=2)=[CH:4][C:3]([OH:2])=[CH:11][C:10]=3[CH3:12])=[CH:18][CH:17]=1. (7) Given the reactants [N:1]1([CH2:5][CH2:6][N:7]2[CH:11]=[C:10]([C:12]3[CH:17]=[CH:16][N:15]=[C:14]([CH:18]([CH3:20])[CH3:19])[CH:13]=3)[N:9]=[C:8]2[CH:21]2[CH2:26][CH2:25][NH:24][CH2:23][CH2:22]2)[CH2:4][CH2:3][CH2:2]1.Cl[C:28]1[N:33]=[CH:32][N:31]=[C:30]([NH2:34])[C:29]=1[O:35][CH:36]([CH3:38])[CH3:37], predict the reaction product. The product is: [N:1]1([CH2:5][CH2:6][N:7]2[CH:11]=[C:10]([C:12]3[CH:17]=[CH:16][N:15]=[C:14]([CH:18]([CH3:20])[CH3:19])[CH:13]=3)[N:9]=[C:8]2[CH:21]2[CH2:22][CH2:23][N:24]([C:28]3[N:33]=[CH:32][N:31]=[C:30]([NH2:34])[C:29]=3[O:35][CH:36]([CH3:38])[CH3:37])[CH2:25][CH2:26]2)[CH2:4][CH2:3][CH2:2]1.